From a dataset of Full USPTO retrosynthesis dataset with 1.9M reactions from patents (1976-2016). Predict the reactants needed to synthesize the given product. Given the product [CH3:18][O:17][C:13]1[CH:12]=[C:11]([C:8]2[N:9]=[CH:10][C:5]([C:3]([OH:4])=[O:2])=[CH:6][N:7]=2)[CH:16]=[CH:15][CH:14]=1, predict the reactants needed to synthesize it. The reactants are: C[O:2][C:3]([C:5]1[CH:6]=[N:7][C:8]([C:11]2[CH:16]=[CH:15][CH:14]=[C:13]([O:17][CH3:18])[CH:12]=2)=[N:9][CH:10]=1)=[O:4].O.[OH-].[Li+].CO.O.